Dataset: Full USPTO retrosynthesis dataset with 1.9M reactions from patents (1976-2016). Task: Predict the reactants needed to synthesize the given product. (1) Given the product [CH3:1][O:2][C:3]1[C:12]([C:21]([O:23][CH2:24][CH3:25])=[O:22])=[C:11]([O:13][CH3:14])[C:10]2[C:5](=[CH:6][CH:7]=[CH:8][CH:9]=2)[N:4]=1, predict the reactants needed to synthesize it. The reactants are: [CH3:1][O:2][C:3]1[CH:12]=[C:11]([O:13][CH3:14])[C:10]2[C:5](=[CH:6][CH:7]=[CH:8][CH:9]=2)[N:4]=1.[Li]CCCC.Cl[C:21]([O:23][CH2:24][CH3:25])=[O:22].O. (2) The reactants are: [C:1]1(O)[CH:6]=[CH:5][CH:4]=[CH:3]C=1.[Cl:8][C:9]1[CH:10]=[C:11]([CH:16]=[CH:17][CH:18]=1)[C:12](OO)=O.C(=O)([O-])[O-].[K+].[K+].ClC1C2[O:33][CH:32]([CH2:35][OH:36])[CH2:31]C=2C(C(F)(F)F)=CC=1. Given the product [Cl:8][C:9]1[CH:10]=[C:11]([CH:12]2[CH2:3][CH2:4][CH2:5][CH2:6][CH2:1]2)[C:16]2[O:33][CH:32]([CH2:35][OH:36])[CH2:31][C:17]=2[CH:18]=1, predict the reactants needed to synthesize it. (3) Given the product [Cl:1][C:2]1[CH:3]=[C:4]([N:9]2[C:13]([C:14]3[CH:19]=[CH:18][CH:17]=[C:16]([O:20][CH3:21])[CH:15]=3)=[CH:12][C:11]([C:22]([OH:24])=[O:23])=[N:10]2)[CH:5]=[CH:6][C:7]=1[F:8], predict the reactants needed to synthesize it. The reactants are: [Cl:1][C:2]1[CH:3]=[C:4]([N:9]2[C:13]([C:14]3[CH:19]=[CH:18][CH:17]=[C:16]([O:20][CH3:21])[CH:15]=3)=[CH:12][C:11]([C:22]([O:24]CC)=[O:23])=[N:10]2)[CH:5]=[CH:6][C:7]=1[F:8].ClC1C=C(N2C(C3C=C(F)C=C(Cl)C=3)=CC(C(O)=O)=N2)C=CC=1F. (4) Given the product [CH3:4][S:3][C:7]1[CH:12]=[CH:11][C:10]([N+:13]([O-:15])=[O:14])=[CH:9][N:8]=1, predict the reactants needed to synthesize it. The reactants are: CO.[S-2:3].[CH3:4][Na].Cl[C:7]1[CH:12]=[CH:11][C:10]([N+:13]([O-:15])=[O:14])=[CH:9][N:8]=1. (5) Given the product [F:1][C:2]1[CH:3]=[CH:4][C:5]2[N:9]=[CH:8][N:7]([C:10]3[N:18]=[C:17]4[C:13]([N:14]([CH2:50][CH2:51][OH:52])[C:15](=[O:30])[N:16]4[C@H:19]4[C:28]5[C:23](=[CH:24][CH:25]=[C:26]([F:29])[CH:27]=5)[O:22][CH2:21][CH2:20]4)=[CH:12][N:11]=3)[C:6]=2[CH:31]=1, predict the reactants needed to synthesize it. The reactants are: [F:1][C:2]1[CH:3]=[CH:4][C:5]2[N:9]=[CH:8][N:7]([C:10]3[N:18]=[C:17]4[C:13]([NH:14][C:15](=[O:30])[N:16]4[C@H:19]4[C:28]5[C:23](=[CH:24][CH:25]=[C:26]([F:29])[CH:27]=5)[O:22][CH2:21][CH2:20]4)=[CH:12][N:11]=3)[C:6]=2[CH:31]=1.CCN(P1(N(C)CCCN1)=NC(C)(C)C)CC.I[CH2:50][CH2:51][OH:52].C(O)(C(F)(F)F)=O. (6) Given the product [CH:32]1([CH2:31][O:30][CH:28]2[CH:27]([NH:39][C:40]([CH:42]3[CH2:46][CH2:45][CH2:44][N:43]3[C:47](=[O:61])[CH:48]([NH:50][C:51](=[O:60])[C:52]3[CH:57]=[CH:56][C:55]([NH2:58])=[C:54]([Cl:59])[CH:53]=3)[CH3:49])=[O:41])[CH2:26][C:25](=[O:24])[O:29]2)[CH2:33][CH2:38][CH2:37][CH2:36]1, predict the reactants needed to synthesize it. The reactants are: NC1C=CC(C(NC(C)C(N2CCCC2C(O)=O)=O)=O)=CC=1Cl.[O:24]=[C:25]1[O:29][CH:28]([O:30][CH2:31][CH2:32][C:33]2[CH:38]=[CH:37][CH:36]=CC=2)[CH:27]([NH:39][C:40]([CH:42]2[CH2:46][CH2:45][CH2:44][N:43]2[C:47](=[O:61])[CH:48]([NH:50][C:51](=[O:60])[C:52]2[CH:57]=[CH:56][C:55]([NH2:58])=[C:54]([Cl:59])[CH:53]=2)[CH3:49])=[O:41])[CH2:26]1. (7) The reactants are: [Cl:1][C:2]1[CH:11]=[C:10]2[C:5]([CH:6]=[CH:7][C:8](/[CH:12]=[CH:13]/[C:14]3[CH:29]=[CH:28][C:17]4[O:18][CH2:19][C:20]5[CH:27]=[CH:26][CH:25]=[CH:24][C:21]=5[C:22](=[O:23])[C:16]=4[CH:15]=3)=[N:9]2)=[CH:4][C:3]=1[F:30].O1CCCC1.[BH4-].[Na+]. Given the product [Cl:1][C:2]1[CH:11]=[C:10]2[C:5]([CH:6]=[CH:7][C:8](/[CH:12]=[CH:13]/[C:14]3[CH:29]=[CH:28][C:17]4[O:18][CH2:19][C:20]5[CH:27]=[CH:26][CH:25]=[CH:24][C:21]=5[CH:22]([OH:23])[C:16]=4[CH:15]=3)=[N:9]2)=[CH:4][C:3]=1[F:30], predict the reactants needed to synthesize it. (8) Given the product [C:24]1([CH2:23][CH2:22][N:30]2[CH2:31][CH2:32][N:33]([C:51]([C:50]3[C:14]4[C:9](=[CH:10][CH:11]=[CH:12][CH:13]=4)[C:8]([C:15]4[N:20]=[C:19]([NH2:21])[CH:18]=[CH:17][CH:16]=4)=[C:48]([CH3:47])[CH:49]=3)=[O:54])[CH2:34][CH2:35]2)[CH:25]=[CH:26][CH:27]=[CH:28][CH:29]=1, predict the reactants needed to synthesize it. The reactants are: C(CC1[C:14]2[C:9](=[CH:10][CH:11]=[CH:12][CH:13]=2)[C:8]([C:15]2[N:20]=[C:19]([NH2:21])[CH:18]=[CH:17][CH:16]=2)=CC=1)(O)=O.[CH2:22]([N:30]1[CH2:35][CH2:34][NH:33][CH2:32][CH2:31]1)[CH2:23][C:24]1[CH:29]=[CH:28][CH:27]=[CH:26][CH:25]=1.C(N(CC)CC)C.ON1[C:48]2[CH:49]=[CH:50][CH:51]=C[C:47]=2N=N1.C[OH:54].C(Cl)Cl. (9) Given the product [F:1][C:2]([F:30])([F:29])[C:3]1[CH:8]=[C:7]([C:9]([F:12])([F:11])[F:10])[CH:6]=[CH:5][C:4]=1[C:13]1[CH:17]=[C:16]([CH2:18][N:19]2[CH:24]=[C:23]3[N:25]=[C:26]([C:32]4[S:31][CH:35]=[CH:34][CH:33]=4)[N:27]=[C:22]3[CH:21]=[N:20]2)[O:15][N:14]=1, predict the reactants needed to synthesize it. The reactants are: [F:1][C:2]([F:30])([F:29])[C:3]1[CH:8]=[C:7]([C:9]([F:12])([F:11])[F:10])[CH:6]=[CH:5][C:4]=1[C:13]1[CH:17]=[C:16]([CH2:18][N:19]2[CH:24]=[C:23]3[N:25]=[C:26](Br)[N:27]=[C:22]3[CH:21]=[N:20]2)[O:15][N:14]=1.[S:31]1[CH:35]=[CH:34][CH:33]=[C:32]1B(O)O.